This data is from Reaction yield outcomes from USPTO patents with 853,638 reactions. The task is: Predict the reaction yield, written as a fraction of the theoretical maximum amount of product (1.0 means a 100% yield; for example, 0.34 means a 34% yield). (1) The reactants are C(OC(=O)[NH:7][CH:8]([C:10]1[O:11][C:12](=[N:21][C:22]2[CH:27]=[C:26]([F:28])[CH:25]=[C:24]([F:29])[CH:23]=2)[C:13]2[C:19]([Cl:20])=[CH:18][CH:17]=[CH:16][C:14]=2[N:15]=1)[CH3:9])(C)(C)C. The catalyst is N1CCCCC1.Cl.O1CCOCC1. The product is [NH2:7][CH:8]([C:10]1[N:21]([C:22]2[CH:27]=[C:26]([F:28])[CH:25]=[C:24]([F:29])[CH:23]=2)[C:12](=[O:11])[C:13]2[C:14](=[CH:16][CH:17]=[CH:18][C:19]=2[Cl:20])[N:15]=1)[CH3:9]. The yield is 0.980. (2) The reactants are [CH3:1][O:2][C:3]1[C:4](=[O:29])[C:5]([CH3:28])=[C:6]([CH2:12][C:13]2[CH:14]=[CH:15][C:16]([C:22]3[CH:23]=[N:24][CH:25]=[CH:26][CH:27]=3)=[C:17]([CH:21]=2)[C:18](O)=[O:19])[C:7](=[O:11])[C:8]=1[O:9][CH3:10].[NH:30]1[CH2:35][CH2:34][O:33][CH2:32][CH2:31]1.CCN=C=NCCCN(C)C.Cl. The product is [CH3:1][O:2][C:3]1[C:4](=[O:29])[C:5]([CH3:28])=[C:6]([CH2:12][C:13]2[CH:14]=[CH:15][C:16]([C:22]3[CH:23]=[N:24][CH:25]=[CH:26][CH:27]=3)=[C:17]([CH:21]=2)[C:18]([N:30]2[CH2:35][CH2:34][O:33][CH2:32][CH2:31]2)=[O:19])[C:7](=[O:11])[C:8]=1[O:9][CH3:10]. The catalyst is C(Cl)Cl. The yield is 0.680. (3) The reactants are [C:1]([C:3]1[CH:8]=[CH:7][C:6]([F:9])=[CH:5][CH:4]=1)#[CH:2].C(=O)([O-])[O-].[K+].[K+].CCCC[N+](CCCC)(CCCC)CCCC.[F-].O.C(Cl)(Cl)(Cl)[Cl:36]. No catalyst specified. The product is [Cl:36][C:2]#[C:1][C:3]1[CH:8]=[CH:7][C:6]([F:9])=[CH:5][CH:4]=1. The yield is 0.600. (4) The reactants are [C:1]1([C@H:11]([NH:13][C@H:14]2[CH2:18][CH2:17][C@@H:16]([C:19]3[CH:28]=[CH:27][C:22]([O:23][CH2:24][C:25]#[N:26])=[CH:21][CH:20]=3)[CH2:15]2)[CH3:12])[C:10]2[C:5](=[CH:6][CH:7]=[CH:8][CH:9]=2)[CH:4]=[CH:3][CH:2]=1.[Cl-:29].[NH4+].[N-:31]=[N+:32]=[N-:33].[Na+].O. The catalyst is CN(C)C=O. The product is [ClH:29].[C:1]1([C@H:11]([NH:13][C@H:14]2[CH2:18][CH2:17][C@@H:16]([C:19]3[CH:20]=[CH:21][C:22]([O:23][CH2:24][C:25]4[N:31]=[N:32][NH:33][N:26]=4)=[CH:27][CH:28]=3)[CH2:15]2)[CH3:12])[C:10]2[C:5](=[CH:6][CH:7]=[CH:8][CH:9]=2)[CH:4]=[CH:3][CH:2]=1. The yield is 0.600. (5) The reactants are C([O:3][C:4](=[O:26])[CH2:5][O:6][C:7]1[CH:12]=[C:11](Cl)[CH:10]=[CH:9][C:8]=1[C:14](=[O:25])[NH:15][CH2:16][C:17]1[CH:22]=[CH:21][C:20]([Br:23])=[CH:19][C:18]=1[F:24])C.[OH-].[Na+].Cl.[CH2:30]([OH:32])C. The catalyst is C(OCC)(=O)C. The product is [Br:23][C:20]1[CH:21]=[CH:22][C:17]([CH2:16][NH:15][C:14]([C:8]2[CH:9]=[CH:10][C:11]([O:32][CH3:30])=[CH:12][C:7]=2[O:6][CH2:5][C:4]([OH:3])=[O:26])=[O:25])=[C:18]([F:24])[CH:19]=1. The yield is 0.890.